This data is from NCI-60 drug combinations with 297,098 pairs across 59 cell lines. The task is: Regression. Given two drug SMILES strings and cell line genomic features, predict the synergy score measuring deviation from expected non-interaction effect. (1) Drug 1: C1=CC(=CC=C1CC(C(=O)O)N)N(CCCl)CCCl.Cl. Drug 2: CC1C(C(CC(O1)OC2CC(OC(C2O)C)OC3=CC4=CC5=C(C(=O)C(C(C5)C(C(=O)C(C(C)O)O)OC)OC6CC(C(C(O6)C)O)OC7CC(C(C(O7)C)O)OC8CC(C(C(O8)C)O)(C)O)C(=C4C(=C3C)O)O)O)O. Cell line: NCI-H522. Synergy scores: CSS=67.4, Synergy_ZIP=25.2, Synergy_Bliss=25.7, Synergy_Loewe=25.9, Synergy_HSA=26.0. (2) Drug 1: CC1=C(C=C(C=C1)NC2=NC=CC(=N2)N(C)C3=CC4=NN(C(=C4C=C3)C)C)S(=O)(=O)N.Cl. Drug 2: COC1=C(C=C2C(=C1)N=CN=C2NC3=CC(=C(C=C3)F)Cl)OCCCN4CCOCC4. Cell line: BT-549. Synergy scores: CSS=25.7, Synergy_ZIP=1.10, Synergy_Bliss=6.74, Synergy_Loewe=-5.39, Synergy_HSA=4.43. (3) Drug 1: C1=CC(=CC=C1CC(C(=O)O)N)N(CCCl)CCCl.Cl. Drug 2: C1CN(CCN1C(=O)CCBr)C(=O)CCBr. Cell line: OVCAR3. Synergy scores: CSS=34.9, Synergy_ZIP=3.18, Synergy_Bliss=10.6, Synergy_Loewe=6.39, Synergy_HSA=6.91. (4) Synergy scores: CSS=47.7, Synergy_ZIP=3.73, Synergy_Bliss=4.83, Synergy_Loewe=-15.3, Synergy_HSA=5.67. Drug 1: CC1=C2C(C(=O)C3(C(CC4C(C3C(C(C2(C)C)(CC1OC(=O)C(C(C5=CC=CC=C5)NC(=O)OC(C)(C)C)O)O)OC(=O)C6=CC=CC=C6)(CO4)OC(=O)C)OC)C)OC. Drug 2: CC1=C(C(=CC=C1)Cl)NC(=O)C2=CN=C(S2)NC3=CC(=NC(=N3)C)N4CCN(CC4)CCO. Cell line: NCI-H322M. (5) Drug 1: CN(CC1=CN=C2C(=N1)C(=NC(=N2)N)N)C3=CC=C(C=C3)C(=O)NC(CCC(=O)O)C(=O)O. Drug 2: CC1=CC=C(C=C1)C2=CC(=NN2C3=CC=C(C=C3)S(=O)(=O)N)C(F)(F)F. Cell line: SK-MEL-28. Synergy scores: CSS=-4.04, Synergy_ZIP=6.46, Synergy_Bliss=14.2, Synergy_Loewe=-3.97, Synergy_HSA=-4.16. (6) Drug 1: C1=CC(=C2C(=C1NCCNCCO)C(=O)C3=C(C=CC(=C3C2=O)O)O)NCCNCCO. Drug 2: CCCCCOC(=O)NC1=NC(=O)N(C=C1F)C2C(C(C(O2)C)O)O. Cell line: ACHN. Synergy scores: CSS=36.7, Synergy_ZIP=-1.46, Synergy_Bliss=-4.85, Synergy_Loewe=-49.7, Synergy_HSA=-5.38.